From a dataset of Full USPTO retrosynthesis dataset with 1.9M reactions from patents (1976-2016). Predict the reactants needed to synthesize the given product. Given the product [C:1]([O:5][C:6](=[O:17])[NH:7][C:8]([CH3:9])([C:10]1[N:14]([CH3:20])[C:13](=[O:15])[O:12][N:11]=1)[CH3:16])([CH3:2])([CH3:3])[CH3:4], predict the reactants needed to synthesize it. The reactants are: [C:1]([O:5][C:6](=[O:17])[NH:7][C:8]([CH3:16])([C:10]1[NH:14][C:13](=[O:15])[O:12][N:11]=1)[CH3:9])([CH3:4])([CH3:3])[CH3:2].CO.[C:20]1(P(C2C=CC=CC=2)C2C=CC=CC=2)C=CC=CC=1.N(C(OC(C)C)=O)=NC(OC(C)C)=O.